Predict which catalyst facilitates the given reaction. From a dataset of Catalyst prediction with 721,799 reactions and 888 catalyst types from USPTO. Reactant: Br.[CH3:2][C:3]1[N:4]=[C:5]([C@H:8]2[CH2:12][CH2:11][CH2:10][N:9]2C(OCC2C=CC=CC=2)=O)[S:6][CH:7]=1.CCOCC. Product: [CH3:2][C:3]1[N:4]=[C:5]([C@H:8]2[CH2:12][CH2:11][CH2:10][NH:9]2)[S:6][CH:7]=1. The catalyst class is: 52.